From a dataset of Reaction yield outcomes from USPTO patents with 853,638 reactions. Predict the reaction yield, written as a fraction of the theoretical maximum amount of product (1.0 means a 100% yield; for example, 0.34 means a 34% yield). (1) The reactants are [N:1]([CH2:4][C@@H:5]1[CH2:9][C@@H:8]([S:10][C:11]([C:24]2[CH:29]=[CH:28][CH:27]=[CH:26][CH:25]=2)([C:18]2[CH:23]=[CH:22][CH:21]=[CH:20][CH:19]=2)[C:12]2[CH:17]=[CH:16][CH:15]=[CH:14][CH:13]=2)[CH2:7][NH:6]1)=[N+:2]=[N-:3].[CH2:30]([N:34]=[C:35]=[O:36])[CH2:31][CH2:32][CH3:33]. The catalyst is C1COCC1. The product is [CH2:30]([NH:34][C:35]([N:6]1[CH2:7][C@H:8]([S:10][C:11]([C:12]2[CH:17]=[CH:16][CH:15]=[CH:14][CH:13]=2)([C:24]2[CH:29]=[CH:28][CH:27]=[CH:26][CH:25]=2)[C:18]2[CH:19]=[CH:20][CH:21]=[CH:22][CH:23]=2)[CH2:9][C@H:5]1[CH2:4][N:1]=[N+:2]=[N-:3])=[O:36])[CH2:31][CH2:32][CH3:33]. The yield is 0.800. (2) The reactants are [C:1]([O:6][C:7]1[CH:15]=[CH:14][C:13]([N+:16]([O-])=O)=[CH:12][C:8]=1[C:9]([OH:11])=[O:10])(=[O:5])[CH2:2][CH2:3][CH3:4].[ClH:19].[H][H].CC(C)=O. The catalyst is O1CCOCC1.[Pd]. The product is [ClH:19].[C:1]([O:6][C:7]1[CH:15]=[CH:14][C:13]([NH2:16])=[CH:12][C:8]=1[C:9]([OH:11])=[O:10])(=[O:5])[CH2:2][CH2:3][CH3:4]. The yield is 0.990. (3) The reactants are C([O:8][C:9]1[CH:14]=[CH:13][C:12]([C:15]2[N:16]([CH2:21][CH2:22][CH2:23][O:24][C:25]3[CH:30]=[CH:29][C:28]([CH2:31][C:32]4[CH:37]=[CH:36][CH:35]=[CH:34][CH:33]=4)=[CH:27][CH:26]=3)[C:17]([CH3:20])=[CH:18][CH:19]=2)=[CH:11][CH:10]=1)C1C=CC=CC=1. The catalyst is C(O)C.O1CCCC1.[C].[Pd]. The product is [CH2:31]([C:28]1[CH:29]=[CH:30][C:25]([O:24][CH2:23][CH2:22][CH2:21][N:16]2[C:17]([CH3:20])=[CH:18][CH:19]=[C:15]2[C:12]2[CH:11]=[CH:10][C:9]([OH:8])=[CH:14][CH:13]=2)=[CH:26][CH:27]=1)[C:32]1[CH:33]=[CH:34][CH:35]=[CH:36][CH:37]=1. The yield is 0.980. (4) The reactants are Br[C:2]1[CH:7]=[CH:6][C:5]([O:8][CH3:9])=[C:4]([N+:10]([O-:12])=[O:11])[CH:3]=1.[NH:13]1[CH2:18][CH2:17][O:16][CH2:15][CH2:14]1.P([O-])([O-])([O-])=O.[K+].[K+].[K+]. The yield is 0.690. The product is [CH3:9][O:8][C:5]1[CH:6]=[CH:7][C:2]([N:13]2[CH2:18][CH2:17][O:16][CH2:15][CH2:14]2)=[CH:3][C:4]=1[N+:10]([O-:12])=[O:11]. The catalyst is C(COC)OC.C(OCC)(=O)C.C([O-])(=O)C.[Pd+2].C([O-])(=O)C. (5) The reactants are [C:1]([OH:4])(=O)[CH3:2].[F-].C([N+:10]([CH2:19][CH2:20][CH2:21]C)([CH2:15][CH2:16][CH2:17][CH3:18])CCCC)CCC.[O:23]1CCCC1. No catalyst specified. The product is [OH:23][CH2:18][C:17]1[CH:16]=[C:15]2[N:10]([CH2:19][CH2:20][CH2:21]2)[C:1](=[O:4])[CH:2]=1. The yield is 0.800. (6) The reactants are [CH3:1][CH:2](OS(C)(=O)=O)[CH2:3][CH2:4][O:5][C:6]1[CH:11]=[CH:10][C:9]([C:12]([F:15])([F:14])[F:13])=[CH:8][C:7]=1[O:16][C:17]1[CH:22]=[CH:21][CH:20]=[CH:19][CH:18]=1.C(=O)([O-])[O-].[K+].[K+].C[O:35][C:36](=[O:47])[CH2:37][CH2:38][C:39]1[CH:44]=[CH:43][C:42]([SH:45])=[CH:41][C:40]=1[CH3:46].[OH-].[Na+]. The catalyst is CN(C=O)C.CO. The product is [CH3:46][C:40]1[CH:41]=[C:42]([S:45][C@H:2]([CH3:1])[CH2:3][CH2:4][O:5][C:6]2[CH:11]=[CH:10][C:9]([C:12]([F:15])([F:14])[F:13])=[CH:8][C:7]=2[O:16][C:17]2[CH:22]=[CH:21][CH:20]=[CH:19][CH:18]=2)[CH:43]=[CH:44][C:39]=1[CH2:38][CH2:37][C:36]([OH:35])=[O:47]. The yield is 0.260. (7) The yield is 0.550. The product is [Br:23][C:21]1[CH:20]=[N:19][C:18]2[NH:24][C:4](=[O:3])[CH2:5][N:6]([CH2:7][CH2:8][CH2:9][N:10]3[CH2:15][CH2:14][O:13][CH2:12][CH2:11]3)[CH2:16][C:17]=2[CH:22]=1. The reactants are C([O:3][C:4](=O)[CH2:5][N:6]([CH2:16][C:17]1[C:18]([NH2:24])=[N:19][CH:20]=[C:21]([Br:23])[CH:22]=1)[CH2:7][CH2:8][CH2:9][N:10]1[CH2:15][CH2:14][O:13][CH2:12][CH2:11]1)C.[H-].[Na+]. The catalyst is CS(C)=O.O. (8) The reactants are [CH3:1][N:2]1[CH2:7][CH2:6][C:5]([C:10]2[CH:15]=[CH:14][C:13]([F:16])=[CH:12][CH:11]=2)([C:8]#[N:9])[CH2:4][CH2:3]1.[H-].[H-].[H-].[H-].[Li+].[Al+3]. The catalyst is C1COCC1. The product is [CH3:1][N:2]1[CH2:3][CH2:4][C:5]([C:10]2[CH:11]=[CH:12][C:13]([F:16])=[CH:14][CH:15]=2)([CH2:8][NH2:9])[CH2:6][CH2:7]1. The yield is 0.890. (9) The reactants are [CH:1]([C:3]1[CH:27]=[CH:26][C:6]([O:7][CH2:8][C:9]2[N:10]=[C:11]([C:15]3[CH:16]=[CH:17][C:18]([CH3:25])=[C:19]([CH:24]=3)[C:20]([O:22][CH3:23])=[O:21])[O:12][C:13]=2[CH3:14])=[C:5]([O:28][CH3:29])[CH:4]=1)=[O:2].C(O)C.[BH4-].[Na+].O. The catalyst is O1CCCC1. The product is [OH:2][CH2:1][C:3]1[CH:27]=[CH:26][C:6]([O:7][CH2:8][C:9]2[N:10]=[C:11]([C:15]3[CH:16]=[CH:17][C:18]([CH3:25])=[C:19]([CH:24]=3)[C:20]([O:22][CH3:23])=[O:21])[O:12][C:13]=2[CH3:14])=[C:5]([O:28][CH3:29])[CH:4]=1. The yield is 0.960.